This data is from Reaction yield outcomes from USPTO patents with 853,638 reactions. The task is: Predict the reaction yield, written as a fraction of the theoretical maximum amount of product (1.0 means a 100% yield; for example, 0.34 means a 34% yield). (1) The reactants are [CH2:1]([O:3][P:4]([O-:8])[O:5][CH2:6][CH3:7])[CH3:2].C[Si]([N-][Si](C)(C)C)(C)C.[Li+].[C:19]1([C:25]([C:39]2[CH:44]=[CH:43][CH:42]=[CH:41][CH:40]=2)([C:33]2[CH:38]=[CH:37][CH:36]=[CH:35][CH:34]=2)[N:26]2[CH:30]=[C:29]([CH2:31]Cl)[N:28]=[CH:27]2)[CH:24]=[CH:23][CH:22]=[CH:21][CH:20]=1. The catalyst is O1CCCC1. The product is [CH2:1]([O:3][P:4]([CH2:31][C:29]1[N:28]=[CH:27][N:26]([C:25]([C:19]2[CH:24]=[CH:23][CH:22]=[CH:21][CH:20]=2)([C:33]2[CH:34]=[CH:35][CH:36]=[CH:37][CH:38]=2)[C:39]2[CH:44]=[CH:43][CH:42]=[CH:41][CH:40]=2)[CH:30]=1)(=[O:8])[O:5][CH2:6][CH3:7])[CH3:2]. The yield is 0.860. (2) The yield is 0.920. The reactants are CS(O)(=O)=O.[NH2:6][CH2:7][C:8]1[CH:9]=[C:10]2[C:14](=[CH:15][CH:16]=1)[C:13](=[O:17])[N:12]([CH:18]1[CH2:23][CH2:22][C:21](=[O:24])[NH:20][C:19]1=[O:25])[CH2:11]2.[C:26]([C:30]1[CH:38]=[CH:37][C:33]([C:34](Cl)=[O:35])=[CH:32][CH:31]=1)([CH3:29])([CH3:28])[CH3:27].Cl. The catalyst is C(#N)C. The product is [C:26]([C:30]1[CH:31]=[CH:32][C:33]([C:34]([NH:6][CH2:7][C:8]2[CH:9]=[C:10]3[C:14](=[CH:15][CH:16]=2)[C:13](=[O:17])[N:12]([CH:18]2[CH2:23][CH2:22][C:21](=[O:24])[NH:20][C:19]2=[O:25])[CH2:11]3)=[O:35])=[CH:37][CH:38]=1)([CH3:29])([CH3:27])[CH3:28].